From a dataset of Forward reaction prediction with 1.9M reactions from USPTO patents (1976-2016). Predict the product of the given reaction. (1) The product is: [CH3:12][O:13][CH2:14][C@H:15]([CH3:35])[O:16][C:17]1[CH:18]=[C:19]([CH:20]=[C:21]([C:23]2[NH:24][C:25]([C:28]3[O:29][C@@H:30]([CH3:33])[CH2:31][N:32]=3)=[CH:26][CH:27]=2)[CH:22]=1)[O:34][C:2]1[CH:3]=[CH:4][C:5]([C:8]([NH:10][CH3:11])=[O:9])=[N:6][CH:7]=1. Given the reactants F[C:2]1[CH:3]=[CH:4][C:5]([C:8]([NH:10][CH3:11])=[O:9])=[N:6][CH:7]=1.[CH3:12][O:13][CH2:14][C@H:15]([CH3:35])[O:16][C:17]1[CH:18]=[C:19]([OH:34])[CH:20]=[C:21]([C:23]2[NH:24][C:25]([C:28]3[O:29][C@@H:30]([CH3:33])[CH2:31][N:32]=3)=[CH:26][CH:27]=2)[CH:22]=1.C(=O)([O-])[O-].[K+].[K+].O, predict the reaction product. (2) Given the reactants C(OC([N:8]1[CH2:13][CH2:12][CH2:11][C@H:10]2[CH2:14][N:15]([C:17]3[C:26]([O:27][CH3:28])=[C:25]4[C:20]([C:21](=[O:59])[C:22]([C:32]([O:34][CH2:35][C:36](=[O:58])[NH:37][C:38]5[CH:43]=[CH:42][C:41]([CH2:44][CH:45]([P:52]([O:56]C)([O:54]C)=[O:53])[P:46]([O:50]C)([O:48]C)=[O:47])=[CH:40][CH:39]=5)=[O:33])=[CH:23][N:24]4[CH:29]4[CH2:31][CH2:30]4)=[CH:19][C:18]=3[F:60])[CH2:16][C@@H:9]12)=O)(C)(C)C.C1(N2C3C(=CC(F)=C(N4C[C@H]5[C@H](NCCC5)C4)C=3OC)C(=O)C(C(OCC(=O)NC(P(O)(O)=O)P(O)(O)=O)=O)=C2)CC1, predict the reaction product. The product is: [CH:29]1([N:24]2[C:25]3[C:20](=[CH:19][C:18]([F:60])=[C:17]([N:15]4[CH2:14][C@H:10]5[C@H:9]([NH:8][CH2:13][CH2:12][CH2:11]5)[CH2:16]4)[C:26]=3[O:27][CH3:28])[C:21](=[O:59])[C:22]([C:32]([O:34][CH2:35][C:36](=[O:58])[NH:37][C:38]3[CH:43]=[CH:42][C:41]([CH2:44][CH:45]([P:52]([OH:56])([OH:54])=[O:53])[P:46]([OH:48])([OH:50])=[O:47])=[CH:40][CH:39]=3)=[O:33])=[CH:23]2)[CH2:31][CH2:30]1.